This data is from Reaction yield outcomes from USPTO patents with 853,638 reactions. The task is: Predict the reaction yield, written as a fraction of the theoretical maximum amount of product (1.0 means a 100% yield; for example, 0.34 means a 34% yield). (1) The catalyst is C1COCC1.CCOC(C)=O. The product is [CH3:34][O:35][C:36]1[CH:43]=[CH:42][C:39]([CH2:40][NH:41][S:20]([C:16]2[CH:17]=[CH:18][CH:19]=[C:14]([C:10]3[N:9]=[C:8]([C:6]4[CH:5]=[C:4]([C:24]5[CH:29]=[CH:28][C:27]([C:30]([F:33])([F:31])[F:32])=[CH:26][CH:25]=5)[CH:3]=[C:2]([CH3:1])[N:7]=4)[CH:13]=[CH:12][CH:11]=3)[CH:15]=2)(=[O:22])=[O:21])=[CH:38][CH:37]=1. The reactants are [CH3:1][C:2]1[N:7]=[C:6]([C:8]2[CH:13]=[CH:12][CH:11]=[C:10]([C:14]3[CH:15]=[C:16]([S:20](Cl)(=[O:22])=[O:21])[CH:17]=[CH:18][CH:19]=3)[N:9]=2)[CH:5]=[C:4]([C:24]2[CH:29]=[CH:28][C:27]([C:30]([F:33])([F:32])[F:31])=[CH:26][CH:25]=2)[CH:3]=1.[CH3:34][O:35][C:36]1[CH:43]=[CH:42][C:39]([CH2:40][NH2:41])=[CH:38][CH:37]=1. The yield is 0.530. (2) The reactants are Br[C:2]1[N:3]=[CH:4][C:5]([NH2:13])=[N:6][C:7]=1[C:8]1[O:9][CH:10]=[CH:11][CH:12]=1.[CH:14]([O:16]CCCC)=[CH2:15].C([O-])(=O)C.[K+].C1(P(C2C=CC=CC=2)CCCP(C2C=CC=CC=2)C2C=CC=CC=2)C=CC=CC=1.Cl.C(=O)([O-])[O-].[K+].[K+]. The catalyst is CN(C=O)C.O.ClCCl.C([O-])(=O)C.[Pd+2].C([O-])(=O)C. The product is [NH2:13][C:5]1[N:6]=[C:7]([C:8]2[O:9][CH:10]=[CH:11][CH:12]=2)[C:2]([C:14](=[O:16])[CH3:15])=[N:3][CH:4]=1. The yield is 0.600. (3) The product is [F:10][C:4]1[CH:3]=[C:2]([C:11]2[CH:16]=[CH:15][CH:14]=[CH:13][CH:12]=2)[CH:9]=[CH:8][C:5]=1[C:6]#[N:7]. The yield is 0.740. The catalyst is COCCOC.C1C=CC([P]([Pd]([P](C2C=CC=CC=2)(C2C=CC=CC=2)C2C=CC=CC=2)([P](C2C=CC=CC=2)(C2C=CC=CC=2)C2C=CC=CC=2)[P](C2C=CC=CC=2)(C2C=CC=CC=2)C2C=CC=CC=2)(C2C=CC=CC=2)C2C=CC=CC=2)=CC=1. The reactants are Br[C:2]1[CH:9]=[CH:8][C:5]([C:6]#[N:7])=[C:4]([F:10])[CH:3]=1.[C:11]1(B(O)O)[CH:16]=[CH:15][CH:14]=[CH:13][CH:12]=1.[F-].[Cs+]. (4) The reactants are [CH3:1][O:2][C:3]([C:5]1[C:13]([NH:14][C:15]2[CH:20]=[CH:19][C:18]([Br:21])=[CH:17][CH:16]=2)=[C:12]([F:22])[C:8]2[N:9]=[CH:10][NH:11][C:7]=2[CH:6]=1)=[O:4].[Cl:23]N1C(=O)CCC1=O. The catalyst is CN(C)C=O. The product is [CH3:1][O:2][C:3]([C:5]1[C:13]([NH:14][C:15]2[CH:20]=[CH:19][C:18]([Br:21])=[CH:17][C:16]=2[Cl:23])=[C:12]([F:22])[C:8]2[N:9]=[CH:10][NH:11][C:7]=2[CH:6]=1)=[O:4]. The yield is 0.870. (5) The reactants are I[C:2]1[C:10]2[C:5](=[N:6][CH:7]=[CH:8][CH:9]=2)[O:4][C:3]=1[C:11]1[CH:16]=[CH:15][C:14]([C:17]2([NH:21][C:22](=[O:28])[O:23][C:24]([CH3:27])([CH3:26])[CH3:25])[CH2:20][CH2:19][CH2:18]2)=[CH:13][CH:12]=1.[C:29]1(B(O)O)[CH:34]=[CH:33][CH:32]=[CH:31][CH:30]=1.C(=O)([O-])[O-].[Na+].[Na+]. The catalyst is C1(C)C=CC=CC=1.CCO.O.C1C=CC([P]([Pd]([P](C2C=CC=CC=2)(C2C=CC=CC=2)C2C=CC=CC=2)([P](C2C=CC=CC=2)(C2C=CC=CC=2)C2C=CC=CC=2)[P](C2C=CC=CC=2)(C2C=CC=CC=2)C2C=CC=CC=2)(C2C=CC=CC=2)C2C=CC=CC=2)=CC=1. The product is [C:29]1([C:2]2[C:10]3[C:5](=[N:6][CH:7]=[CH:8][CH:9]=3)[O:4][C:3]=2[C:11]2[CH:16]=[CH:15][C:14]([C:17]3([NH:21][C:22](=[O:28])[O:23][C:24]([CH3:27])([CH3:26])[CH3:25])[CH2:20][CH2:19][CH2:18]3)=[CH:13][CH:12]=2)[CH:34]=[CH:33][CH:32]=[CH:31][CH:30]=1. The yield is 0.900.